Dataset: Reaction yield outcomes from USPTO patents with 853,638 reactions. Task: Predict the reaction yield, written as a fraction of the theoretical maximum amount of product (1.0 means a 100% yield; for example, 0.34 means a 34% yield). (1) The reactants are [Cl:1][C:2]1[CH:3]=[C:4]([CH:12]([CH2:26][CH:27]2[CH2:31][CH2:30][CH2:29][CH2:28]2)[C:13]([NH:15][C:16]2[CH:21]=[N:20][C:19]([C:22](=[NH:25])[NH:23][OH:24])=[CH:18][N:17]=2)=[O:14])[CH:5]=[CH:6][C:7]=1[S:8]([CH3:11])(=[O:10])=[O:9].[C:32](OC(=O)C)(=O)[CH3:33]. The catalyst is C(OCC)(=O)C. The product is [Cl:1][C:2]1[CH:3]=[C:4]([CH:12]([CH2:26][CH:27]2[CH2:28][CH2:29][CH2:30][CH2:31]2)[C:13]([NH:15][C:16]2[CH:21]=[N:20][C:19]([C:22]3[N:25]=[C:32]([CH3:33])[O:24][N:23]=3)=[CH:18][N:17]=2)=[O:14])[CH:5]=[CH:6][C:7]=1[S:8]([CH3:11])(=[O:9])=[O:10]. The yield is 0.210. (2) The reactants are Cl[C:2]1[N:3]=[C:4]([OH:13])[C:5]2[CH:11]=[C:10]([Cl:12])[CH:9]=[N:8][C:6]=2[N:7]=1.[CH3:14][N:15]1[CH2:20][CH2:19][NH:18][CH2:17][CH2:16]1. The catalyst is CCO. The product is [Cl:12][C:10]1[CH:9]=[N:8][C:6]2[N:7]=[C:2]([N:18]3[CH2:19][CH2:20][N:15]([CH3:14])[CH2:16][CH2:17]3)[NH:3][C:4](=[O:13])[C:5]=2[CH:11]=1. The yield is 0.770. (3) The reactants are [C:1]([C:5]1[CH:10]=[CH:9][C:8]([S:11]([NH:14][C:15]2[CH:23]=[C:22]([F:24])[CH:21]=[CH:20][C:16]=2[C:17]([OH:19])=[O:18])(=[O:13])=[O:12])=[CH:7][CH:6]=1)([CH3:4])([CH3:3])[CH3:2].[Cl:25]N1C(=O)CCC1=O. The catalyst is C(O)(=O)C. The product is [C:1]([C:5]1[CH:6]=[CH:7][C:8]([S:11]([NH:14][C:15]2[CH:23]=[C:22]([F:24])[C:21]([Cl:25])=[CH:20][C:16]=2[C:17]([OH:19])=[O:18])(=[O:13])=[O:12])=[CH:9][CH:10]=1)([CH3:4])([CH3:2])[CH3:3]. The yield is 0.870. (4) The reactants are [Cl:1][C:2]1[CH:3]=[C:4]([S:9]([N:12]2[C:21]3[C:16](=[CH:17][CH:18]=[CH:19][CH:20]=3)[NH:15][C:14](=[O:22])[C@H:13]2[CH2:23][C:24]([OH:26])=O)(=[O:11])=[O:10])[CH:5]=[CH:6][C:7]=1[Cl:8].CCN(CC)CC.CCN=C=NCCCN(C)C.C1C=NC2N(O)N=NC=2C=1.[NH2:55][CH2:56][CH2:57][C:58]1[CH:65]=[CH:64][C:61]([C:62]#[N:63])=[CH:60][CH:59]=1. The catalyst is C(Cl)Cl.O. The product is [C:62]([C:61]1[CH:64]=[CH:65][C:58]([CH2:57][CH2:56][NH:55][C:24](=[O:26])[CH2:23][C@@H:13]2[C:14](=[O:22])[NH:15][C:16]3[C:21](=[CH:20][CH:19]=[CH:18][CH:17]=3)[N:12]2[S:9]([C:4]2[CH:5]=[CH:6][C:7]([Cl:8])=[C:2]([Cl:1])[CH:3]=2)(=[O:11])=[O:10])=[CH:59][CH:60]=1)#[N:63]. The yield is 0.580. (5) The reactants are C([C:3]1[O:7][C:6]([C:8]2[CH:9]=[C:10]([C:27]([NH2:29])=[O:28])[C:11]3[NH:12][C:13]4[CH:14]=[C:15]([N:21]5[CH2:26][CH2:25][O:24][CH2:23][CH2:22]5)[CH:16]=[CH:17][C:18]=4[C:19]=3[N:20]=2)=[CH:5][CH:4]=1)=O.[NH:30]1[CH2:35][CH2:34][O:33][CH2:32][CH2:31]1.[C:36](O[BH-](OC(=O)C)OC(=O)C)(=O)C.[Na+].C(O)(C(F)(F)F)=O.N. The catalyst is ClCCCl.CO.O. The product is [O:24]1[CH2:25][CH2:26][N:21]([C:15]2[CH:16]=[CH:17][C:18]3[C:19]4[N:20]=[C:8]([C:6]5[O:7][C:3]([CH2:36][N:30]6[CH2:35][CH2:34][O:33][CH2:32][CH2:31]6)=[CH:4][CH:5]=5)[CH:9]=[C:10]([C:27]([NH2:29])=[O:28])[C:11]=4[NH:12][C:13]=3[CH:14]=2)[CH2:22][CH2:23]1. The yield is 0.440.